This data is from Full USPTO retrosynthesis dataset with 1.9M reactions from patents (1976-2016). The task is: Predict the reactants needed to synthesize the given product. (1) Given the product [CH3:1][C@@H:2]1[CH2:7][CH2:6][CH2:5][C:4]([CH3:8])([CH3:9])[C@H:3]1[CH2:10][C:11]#[N:12], predict the reactants needed to synthesize it. The reactants are: [CH3:1][C@@H:2]1[CH:7]=[CH:6][CH2:5][C:4]([CH3:9])([CH3:8])[C@H:3]1[CH2:10][C:11]#[N:12]. (2) Given the product [ClH:1].[Cl:1][C:2]1[CH:3]=[CH:4][C:5]([O:26][CH2:27][CH:28]([CH3:29])[CH3:30])=[C:6]([CH2:8][N:9]2[C:13]([CH3:14])=[CH:12][C:11]([C:15]([NH:17][C:18]3[CH:19]=[CH:20][C:21]([CH2:24][NH:32][CH3:31])=[CH:22][CH:23]=3)=[O:16])=[N:10]2)[CH:7]=1, predict the reactants needed to synthesize it. The reactants are: [Cl:1][C:2]1[CH:3]=[CH:4][C:5]([O:26][CH2:27][CH:28]([CH3:30])[CH3:29])=[C:6]([CH2:8][N:9]2[C:13]([CH3:14])=[CH:12][C:11]([C:15]([NH:17][C:18]3[CH:23]=[CH:22][C:21]([CH:24]=O)=[CH:20][CH:19]=3)=[O:16])=[N:10]2)[CH:7]=1.[CH3:31][NH2:32].C(O[BH-](OC(=O)C)OC(=O)C)(=O)C.[Na+].C(O)(=O)C.